Dataset: Forward reaction prediction with 1.9M reactions from USPTO patents (1976-2016). Task: Predict the product of the given reaction. (1) Given the reactants [NH2:1][CH2:2][C:3]1[N:7]2[C:8]([N:12]3[CH2:17][CH2:16][N:15]([CH3:18])[CH2:14][CH2:13]3)=[CH:9][CH:10]=[CH:11][C:6]2=[N:5][C:4]=1[CH2:19][N:20]([CH3:31])[C@@H:21]1[C:30]2[N:29]=[CH:28][CH:27]=[CH:26][C:25]=2[CH2:24][CH2:23][CH2:22]1.[CH:32]([N:35]=[C:36]=[O:37])([CH3:34])[CH3:33], predict the reaction product. The product is: [CH3:33][CH:32]([NH:35][C:36]([NH:1][CH2:2][C:3]1[N:7]2[C:8]([N:12]3[CH2:13][CH2:14][N:15]([CH3:18])[CH2:16][CH2:17]3)=[CH:9][CH:10]=[CH:11][C:6]2=[N:5][C:4]=1[CH2:19][N:20]([CH3:31])[C@@H:21]1[C:30]2[N:29]=[CH:28][CH:27]=[CH:26][C:25]=2[CH2:24][CH2:23][CH2:22]1)=[O:37])[CH3:34]. (2) Given the reactants Cl.[F:2][C:3]1[CH:8]=[CH:7][C:6]([C:9]2[CH2:10][CH2:11][NH:12][CH2:13][CH:14]=2)=[CH:5][CH:4]=1.FC(F)(F)S([O-])(=O)=O.[CH3:23][C:24]1[N:25]([S:30](N2C=CN=C2C)(=[O:32])=[O:31])[CH:26]=[CH:27][N+:28]=1C.C(#N)C.C(N(CC)CC)C, predict the reaction product. The product is: [F:2][C:3]1[CH:8]=[CH:7][C:6]([C:9]2[CH2:14][CH2:13][N:12]([S:30]([N:25]3[CH:26]=[CH:27][N:28]=[C:24]3[CH3:23])(=[O:32])=[O:31])[CH2:11][CH:10]=2)=[CH:5][CH:4]=1.